From a dataset of Catalyst prediction with 721,799 reactions and 888 catalyst types from USPTO. Predict which catalyst facilitates the given reaction. Reactant: [CH3:1][C:2]([CH3:13])([CH3:12])[CH2:3][CH2:4][NH:5][CH2:6][C:7]([CH3:11])([CH3:10])[CH2:8][OH:9].C(N(CC)[P:17]([O:23][C:24]([CH3:27])([CH3:26])[CH3:25])[O:18][C:19]([CH3:22])([CH3:21])[CH3:20])C.N1C=NN=N1.C1C=C(Cl)C=C(C(OO)=[O:43])C=1. Product: [P:17]([O:9][CH2:8][C:7]([CH3:11])([CH3:10])[CH2:6][NH:5][CH2:4][CH2:3][C:2]([CH3:13])([CH3:12])[CH3:1])([O:18][C:19]([CH3:20])([CH3:21])[CH3:22])([O:23][C:24]([CH3:25])([CH3:26])[CH3:27])=[O:43]. The catalyst class is: 759.